From a dataset of Full USPTO retrosynthesis dataset with 1.9M reactions from patents (1976-2016). Predict the reactants needed to synthesize the given product. (1) Given the product [CH2:1]([O:119][C:118](=[O:120])[CH2:117][CH2:116][CH2:115]/[CH:114]=[CH:113]\[CH2:112]/[CH:111]=[CH:110]\[CH2:109]/[CH:108]=[CH:107]\[CH2:106]/[CH:105]=[CH:104]\[CH2:103][CH2:102][CH2:101][CH2:100][CH3:99])[CH3:2], predict the reactants needed to synthesize it. The reactants are: [C:1](O)(=O)[CH2:2]CCCCCCCCCCCCCC.C(O)(=O)CCCCCCCCCCCCCCCCC.C(O)(=O)CCCCCCC/C=C\CCCCCCCC.C(O)(=O)CCCCCCC/C=C\C/C=C\CCCCC.C(O)(=O)CCCC/C=C\C/C=C\C/C=C\CCCCC.[CH3:99][CH2:100][CH2:101][CH2:102][CH2:103]/[CH:104]=[CH:105]\[CH2:106]/[CH:107]=[CH:108]\[CH2:109]/[CH:110]=[CH:111]\[CH2:112][CH2:113][CH2:114][CH2:115][CH2:116][CH2:117][C:118]([OH:120])=[O:119].C(O)(=O)CCC/C=C\C/C=C\C/C=C\C/C=C\CCCCC. (2) Given the product [Br:1][C:2]1[CH:3]=[C:4]([NH:8][C:9]2[C:21]3[C:20]4[C:15](=[CH:16][CH:17]=[CH:18][CH:19]=4)[NH:14][C:13]=3[N:12]=[C:11]([NH2:22])[N:10]=2)[CH:5]=[CH:6][CH:7]=1, predict the reactants needed to synthesize it. The reactants are: [Br:1][C:2]1[CH:3]=[C:4]([NH:8][C:9]2[C:21]3[C:20]4[C:15](=[CH:16][CH:17]=[CH:18][CH:19]=4)[NH:14][C:13]=3[N:12]=[C:11]([NH:22]C(=O)C(C)(C)C)[N:10]=2)[CH:5]=[CH:6][CH:7]=1.[OH-].[Na+]. (3) Given the product [OH:29][C:26]1[CH:25]=[CH:24][C:23]([C:20]2[N:19]=[N:18][C:17]([NH:15][NH:16][C:58](=[O:59])[CH2:57][O:56][C:50]3[C:49]4[C:54](=[CH:55][C:46]([O:45][CH3:44])=[CH:47][CH:48]=4)[N:53]=[CH:52][CH:51]=3)=[N:22][CH:21]=2)=[CH:28][CH:27]=1, predict the reactants needed to synthesize it. The reactants are: N(C1N=NC(C2C=CC=CC=2)=CN=1)N.[NH:15]([C:17]1[N:18]=[N:19][C:20]([C:23]2[CH:28]=[CH:27][C:26]([OH:29])=[CH:25][CH:24]=2)=[CH:21][N:22]=1)[NH2:16].N1C2C(=CC(CC(O)=O)=CC=2)C=CC=1.[CH3:44][O:45][C:46]1[CH:55]=[C:54]2[C:49]([C:50]([O:56][CH2:57][C:58](O)=[O:59])=[CH:51][CH:52]=[N:53]2)=[CH:48][CH:47]=1. (4) Given the product [CH3:20][S:17]([C:14]1[CH:13]=[CH:12][C:11]([C@H:10]2[O:9][C:8]([C:21]3[CH:26]=[CH:25][CH:24]=[CH:23][CH:22]=3)=[N:7][C@@H:6]2[CH2:4][OH:3])=[CH:16][CH:15]=1)(=[O:18])=[O:19], predict the reactants needed to synthesize it. The reactants are: C([O:3][C:4]([C@@H:6]1[C@@H:10]([C:11]2[CH:16]=[CH:15][C:14]([S:17]([CH3:20])(=[O:19])=[O:18])=[CH:13][CH:12]=2)[O:9][C:8]([C:21]2[CH:26]=[CH:25][CH:24]=[CH:23][CH:22]=2)=[N:7]1)=O)C.[BH4-].[K+].Cl.O. (5) Given the product [Cl:81][C:77]1[CH:78]=[CH:79][CH:80]=[C:42]([Cl:41])[C:43]=1[C:44]([NH:45][CH:46]([CH2:51][C:52]1[CH:53]=[C:54]2[C:59](=[CH:60][CH:61]=1)[NH:58][CH:57]([C:62]1[C:63]([Cl:69])=[CH:64][CH:65]=[CH:66][C:67]=1[Cl:68])[CH2:56][CH:55]2[S:70][C:71]1[CH:76]=[CH:75][CH:74]=[CH:73][CH:72]=1)[C:47]([O:49][CH3:50])=[O:48])=[O:8], predict the reactants needed to synthesize it. The reactants are: C(NC(CC1C=C2C(=CC=1)NC(C1C(Cl)=CC=CC=1Cl)CC2SC1C=CC=CC=1)C(OC)=O)(=[O:8])C1C=CC=CC=1.[Cl:41][C:42]1[CH:80]=[CH:79][CH:78]=[C:77]([Cl:81])[C:43]=1[CH2:44][NH:45][CH:46]([CH2:51][C:52]1[CH:53]=[C:54]2[C:59](=[CH:60][CH:61]=1)[NH:58][CH:57]([C:62]1[C:67]([Cl:68])=[CH:66][CH:65]=[CH:64][C:63]=1[Cl:69])[CH2:56][CH:55]2[S:70][C:71]1[CH:76]=[CH:75][CH:74]=[CH:73][CH:72]=1)[C:47]([O:49][CH3:50])=[O:48].ClC1C=CC=C(Cl)C=1C(NC(CC1C=C2C(=CC=1)NC(C1C(OC)=CC=CC=1OC)CC2SC1C=CC=CC=1)C(OC)=O)=O.ClC1C=CC=C(Cl)C=1C(NC(CC1C=C2C(=CC=1)NC(C1SC=CN=1)CC2SC1C=CC=CC=1)C(OC)=O)=O.ClC1C=CC=C(Cl)C=1C(NC(CC1C=C2C(=CC=1)NC(C1C(Cl)=CN=CC=1Cl)CC2SC1C=CC=CC=1)C(OC)=O)=O.ClC1C=CC=C(Cl)C=1C(NC(CC1C=C2C(=CC=1)NC(C1C=CN=CC=1)CC2SC1C=CC=CC=1)C(OC)=O)=O.